Dataset: Merck oncology drug combination screen with 23,052 pairs across 39 cell lines. Task: Regression. Given two drug SMILES strings and cell line genomic features, predict the synergy score measuring deviation from expected non-interaction effect. (1) Drug 1: CN(Cc1cnc2nc(N)nc(N)c2n1)c1ccc(C(=O)NC(CCC(=O)O)C(=O)O)cc1. Drug 2: COC1=C2CC(C)CC(OC)C(O)C(C)C=C(C)C(OC(N)=O)C(OC)C=CC=C(C)C(=O)NC(=CC1=O)C2=O. Cell line: UACC62. Synergy scores: synergy=-21.0. (2) Drug 1: CCC1(O)CC2CN(CCc3c([nH]c4ccccc34)C(C(=O)OC)(c3cc4c(cc3OC)N(C)C3C(O)(C(=O)OC)C(OC(C)=O)C5(CC)C=CCN6CCC43C65)C2)C1. Drug 2: O=C(NOCC(O)CO)c1ccc(F)c(F)c1Nc1ccc(I)cc1F. Cell line: NCIH520. Synergy scores: synergy=-1.76. (3) Drug 1: CN1C(=O)C=CC2(C)C3CCC4(C)C(NC(=O)OCC(F)(F)F)CCC4C3CCC12. Drug 2: Cn1cc(-c2cnn3c(N)c(Br)c(C4CCCNC4)nc23)cn1. Cell line: A427. Synergy scores: synergy=-12.9. (4) Drug 1: CCN(CC)CCNC(=O)c1c(C)[nH]c(C=C2C(=O)Nc3ccc(F)cc32)c1C. Drug 2: Cn1cc(-c2cnn3c(N)c(Br)c(C4CCCNC4)nc23)cn1. Cell line: NCIH520. Synergy scores: synergy=8.75. (5) Drug 1: N.N.O=C(O)C1(C(=O)O)CCC1.[Pt]. Drug 2: Cn1nnc2c(C(N)=O)ncn2c1=O. Cell line: NCIH2122. Synergy scores: synergy=-18.4.